From a dataset of Forward reaction prediction with 1.9M reactions from USPTO patents (1976-2016). Predict the product of the given reaction. Given the reactants [CH3:1][NH:2][C:3]1[C:8]([NH2:9])=[CH:7][C:6]([C:10]([F:13])([F:12])[F:11])=[CH:5][N:4]=1.[CH2:14]([S:16][C:17]1[CH:25]=[CH:24][CH:23]=[CH:22][C:18]=1[C:19](Cl)=[O:20])[CH3:15].C(=O)([O-])O.[Na+], predict the reaction product. The product is: [CH3:1][NH:2][C:3]1[C:8]([NH:9][C:19](=[O:20])[C:18]2[CH:22]=[CH:23][CH:24]=[CH:25][C:17]=2[S:16][CH2:14][CH3:15])=[CH:7][C:6]([C:10]([F:13])([F:11])[F:12])=[CH:5][N:4]=1.